From a dataset of Peptide-MHC class II binding affinity with 134,281 pairs from IEDB. Regression. Given a peptide amino acid sequence and an MHC pseudo amino acid sequence, predict their binding affinity value. This is MHC class II binding data. (1) The peptide sequence is NRASLMQLISTNVFG. The MHC is DRB1_1302 with pseudo-sequence DRB1_1302. The binding affinity (normalized) is 0.418. (2) The peptide sequence is KMIGGIGGFIKVRQYDQILI. The MHC is DRB1_0404 with pseudo-sequence DRB1_0404. The binding affinity (normalized) is 0.372. (3) The peptide sequence is KLTITGKGTLDGQGK. The MHC is DRB1_0701 with pseudo-sequence DRB1_0701. The binding affinity (normalized) is 0.174. (4) The peptide sequence is PFAATHNPWASQRF. The MHC is DRB3_0101 with pseudo-sequence DRB3_0101. The binding affinity (normalized) is 0. (5) The peptide sequence is VKQNTLKLATGMRNV. The MHC is HLA-DQA10501-DQB10301 with pseudo-sequence HLA-DQA10501-DQB10301. The binding affinity (normalized) is 0.254. (6) The peptide sequence is SQTEVKEEGKEELQE. The MHC is DRB1_0404 with pseudo-sequence DRB1_0404. The binding affinity (normalized) is 0. (7) The binding affinity (normalized) is 0.573. The peptide sequence is FCGVDAMNLIANIFT. The MHC is DRB1_0101 with pseudo-sequence DRB1_0101. (8) The peptide sequence is WLDAKSTWYGKPTGAGPKDN. The MHC is DRB1_0401 with pseudo-sequence DRB1_0401. The binding affinity (normalized) is 0.224. (9) The peptide sequence is YPKYVKQNTLKLAT. The MHC is H-2-IAb with pseudo-sequence H-2-IAb. The binding affinity (normalized) is 0.0245. (10) The peptide sequence is AGLGLRSAISSGLGS. The MHC is HLA-DPA10201-DPB10501 with pseudo-sequence HLA-DPA10201-DPB10501. The binding affinity (normalized) is 0.